Task: Predict the product of the given reaction.. Dataset: Forward reaction prediction with 1.9M reactions from USPTO patents (1976-2016) (1) Given the reactants Cl[CH2:2][CH2:3][CH2:4][O:5][C:6]1[CH:15]=[C:14]2[C:9]([C:10]([O:16][C:17]3[CH:22]=[CH:21][C:20]([O:23][CH3:24])=[CH:19][C:18]=3[C:25](=[O:27])[CH3:26])=[CH:11][CH:12]=[N:13]2)=[CH:8][C:7]=1[O:28][CH3:29].[NH:30]1[CH2:35][CH2:34][O:33][CH2:32][CH2:31]1.C(=O)([O-])[O-].[K+].[K+].O, predict the reaction product. The product is: [CH3:24][O:23][C:20]1[CH:21]=[CH:22][C:17]([O:16][C:10]2[C:9]3[C:14](=[CH:15][C:6]([O:5][CH2:4][CH2:3][CH2:2][N:30]4[CH2:35][CH2:34][O:33][CH2:32][CH2:31]4)=[C:7]([O:28][CH3:29])[CH:8]=3)[N:13]=[CH:12][CH:11]=2)=[C:18]([C:25](=[O:27])[CH3:26])[CH:19]=1. (2) Given the reactants C(N(CC)CC)C.[CH:8]([C:11]1[CH:16]=[CH:15][C:14]([C:17]2[C:21]3[C:22]([CH3:29])=[C:23]([OH:28])[C:24]([CH3:27])=[C:25]([CH3:26])[C:20]=3[O:19][C:18]=2[CH3:30])=[CH:13][CH:12]=1)([CH3:10])[CH3:9].[CH3:31][O:32][C:33]1[CH:41]=[CH:40][C:36]([C:37](Cl)=[O:38])=[CH:35][CH:34]=1.O, predict the reaction product. The product is: [CH3:31][O:32][C:33]1[CH:41]=[CH:40][C:36]([C:37]([O:28][C:23]2[C:24]([CH3:27])=[C:25]([CH3:26])[C:20]3[O:19][C:18]([CH3:30])=[C:17]([C:14]4[CH:15]=[CH:16][C:11]([CH:8]([CH3:10])[CH3:9])=[CH:12][CH:13]=4)[C:21]=3[C:22]=2[CH3:29])=[O:38])=[CH:35][CH:34]=1.